Dataset: Reaction yield outcomes from USPTO patents with 853,638 reactions. Task: Predict the reaction yield, written as a fraction of the theoretical maximum amount of product (1.0 means a 100% yield; for example, 0.34 means a 34% yield). (1) The reactants are [CH3:1][C:2]1[C:10]2[C:5](=[N:6][C:7]([CH3:23])=[C:8]([CH2:18][C:19]([O:21][CH3:22])=[O:20])[C:9]=2[C:11]2[CH:16]=[CH:15][C:14]([CH3:17])=[CH:13][CH:12]=2)[S:4][CH:3]=1.[Li+].C[Si]([N-][Si](C)(C)C)(C)C.[CH2:34]1[CH2:38]OC[CH2:35]1.ICCC. The catalyst is CN(C=O)C. The product is [CH3:1][C:2]1[C:10]2[C:5](=[N:6][C:7]([CH3:23])=[C:8]([CH:18]([CH2:35][CH2:34][CH3:38])[C:19]([O:21][CH3:22])=[O:20])[C:9]=2[C:11]2[CH:12]=[CH:13][C:14]([CH3:17])=[CH:15][CH:16]=2)[S:4][CH:3]=1. The yield is 0.960. (2) The reactants are CN1CCN(C2C=CC(NC3C4N(N=CN=4)C(C4C=C(C(N)=O)SC=4)=CN=3)=CC=2)CC1.[Br:32][C:33]1[N:38]2[N:39]=[CH:40][N:41]=[C:37]2[C:36](Br)=[N:35][CH:34]=1.[F:43][C:44]1[CH:45]=[C:46]([NH2:56])[CH:47]=[CH:48][C:49]=1[N:50]1[CH2:55][CH2:54][O:53][CH2:52][CH2:51]1.CCN(C(C)C)C(C)C. The catalyst is CC(O)C. The product is [Br:32][C:33]1[N:38]2[N:39]=[CH:40][N:41]=[C:37]2[C:36]([NH:56][C:46]2[CH:47]=[CH:48][C:49]([N:50]3[CH2:51][CH2:52][O:53][CH2:54][CH2:55]3)=[C:44]([F:43])[CH:45]=2)=[N:35][CH:34]=1. The yield is 0.980.